This data is from Forward reaction prediction with 1.9M reactions from USPTO patents (1976-2016). The task is: Predict the product of the given reaction. Given the reactants C(C1C=C(O)C(=O)NN=1)C.C([O:18][C:19]1[CH:20]=[C:21]([N:33]([CH3:35])[CH3:34])[N:22]=[N:23][C:24]=1[O:25]CC1C=CC=CC=1)C1C=CC=CC=1, predict the reaction product. The product is: [CH3:34][N:33]([CH3:35])[C:21]1[CH:20]=[C:19]([OH:18])[C:24](=[O:25])[NH:23][N:22]=1.